This data is from Reaction yield outcomes from USPTO patents with 853,638 reactions. The task is: Predict the reaction yield, written as a fraction of the theoretical maximum amount of product (1.0 means a 100% yield; for example, 0.34 means a 34% yield). (1) The reactants are [Br:1][C:2]1[C:3]([F:18])=[CH:4][C:5]([OH:17])=[C:6]([CH:16]=1)/[CH:7]=[C:8]1/[C:9](=[O:15])[N:10]=[C:11](SC)[S:12]/1.Cl.Cl.[NH:21]1[CH2:26][CH2:25][CH2:24][CH2:23][NH:22]1.C(N(CC)CC)C. The catalyst is C(O)C. The product is [Br:1][C:2]1[C:3]([F:18])=[CH:4][C:5]([OH:17])=[C:6](/[CH:7]=[C:8]2/[C:9](=[O:15])[N:10]=[C:11]([N:21]3[CH2:26][CH2:25][CH2:24][CH2:23][NH:22]3)[S:12]/2)[CH:16]=1. The yield is 0.240. (2) The reactants are [CH3:1][S:2][C:3]1[N:8]=[CH:7][C:6]2=[C:9]([O:12][CH2:13][O:14][CH2:15][CH2:16][Si:17]([CH3:20])([CH3:19])[CH3:18])[CH:10]=[CH:11][N:5]2[N:4]=1.CO.[Br:23]N1C(=O)CCC1=O. The yield is 0.830. The product is [Br:23][C:11]1[N:5]2[C:6]([CH:7]=[N:8][C:3]([S:2][CH3:1])=[N:4]2)=[C:9]([O:12][CH2:13][O:14][CH2:15][CH2:16][Si:17]([CH3:19])([CH3:18])[CH3:20])[CH:10]=1. The catalyst is C1COCC1. (3) The reactants are [F:1][C:2]([F:17])([F:16])[CH2:3][N:4]1[C:9](=[O:10])[C:8]([O:11][CH:12]([CH3:14])[CH3:13])=[C:7](Br)[CH:6]=[N:5]1.[CH3:18][S:19][C:20]1[CH:25]=[CH:24][C:23](B(O)O)=[CH:22][CH:21]=1.C(=O)([O-])[O-].[Cs+].[Cs+]. The catalyst is COCCOC.C1C=CC([P]([Pd]([P](C2C=CC=CC=2)(C2C=CC=CC=2)C2C=CC=CC=2)([P](C2C=CC=CC=2)(C2C=CC=CC=2)C2C=CC=CC=2)[P](C2C=CC=CC=2)(C2C=CC=CC=2)C2C=CC=CC=2)(C2C=CC=CC=2)C2C=CC=CC=2)=CC=1. The product is [F:1][C:2]([F:17])([F:16])[CH2:3][N:4]1[C:9](=[O:10])[C:8]([O:11][CH:12]([CH3:14])[CH3:13])=[C:7]([C:23]2[CH:24]=[CH:25][C:20]([S:19][CH3:18])=[CH:21][CH:22]=2)[CH:6]=[N:5]1. The yield is 0.810. (4) The reactants are [Cl:1][C:2]1[N:3]=[C:4]([N:14]2[CH2:19][CH2:18][O:17][CH2:16][CH2:15]2)[C:5]2[N:10]([CH3:11])[C:9](=[O:12])[CH:8]([CH3:13])[C:6]=2[N:7]=1.[CH3:20][Si](C)(C)[N-][Si](C)(C)C.[Li+].[CH2:30](Br)[CH:31]=C. The catalyst is C1COCC1. The product is [CH2:13]([C:8]1([CH3:20])[C:6]2[N:7]=[C:2]([Cl:1])[N:3]=[C:4]([N:14]3[CH2:19][CH2:18][O:17][CH2:16][CH2:15]3)[C:5]=2[N:10]([CH3:11])[C:9]1=[O:12])[CH:30]=[CH2:31]. The yield is 0.803.